From a dataset of Peptide-MHC class I binding affinity with 185,985 pairs from IEDB/IMGT. Regression. Given a peptide amino acid sequence and an MHC pseudo amino acid sequence, predict their binding affinity value. This is MHC class I binding data. (1) The peptide sequence is SPPKQARKDM. The binding affinity (normalized) is 0. The MHC is Mamu-A01 with pseudo-sequence Mamu-A01. (2) The peptide sequence is MADSFKSDY. The MHC is SLA-10401 with pseudo-sequence SLA-10401. The binding affinity (normalized) is 0.936. (3) The MHC is HLA-A02:03 with pseudo-sequence HLA-A02:03. The peptide sequence is FIPSYDFPSV. The binding affinity (normalized) is 0.705. (4) The peptide sequence is LMCHATFTM. The MHC is HLA-B35:01 with pseudo-sequence HLA-B35:01. The binding affinity (normalized) is 0.318.